Dataset: Experimentally validated miRNA-target interactions with 360,000+ pairs, plus equal number of negative samples. Task: Binary Classification. Given a miRNA mature sequence and a target amino acid sequence, predict their likelihood of interaction. (1) The miRNA is hsa-miR-345-5p with sequence GCUGACUCCUAGUCCAGGGCUC. The protein sequence of the target gene is MASKGPSASASTENSNAGGPSGSSNGTGESGGQDSTFECNICLDTAKDAVISLCGHLFCWPCLHQWLETRPNRQVCPVCKAGISRDKVIPLYGRGSTGQQDPREKTPPRPQGQRPEPENRGGFQGFGFGDGGFQMSFGIGAFPFGIFATAFNINDGRPPPAVPGTPQYVDEQFLSRLFLFVALVIMFWLLIA. Result: 0 (no interaction). (2) The miRNA is hsa-miR-27b-3p with sequence UUCACAGUGGCUAAGUUCUGC. The protein sequence of the target gene is MPTGFVAPILCVLLPSPTREAATVASATGDSASERESAAPAAAPTAEAPPPSVVTRPEPQALPSPAIRAPLPDLYPFGTMRGGGFGDRDRDRDRGGFGARGGGGLPPKKFGNPGERLRKKKWDLSELPKFEKNFYVEHPEVARLTPYEVDELRRKKEITVRGGDVCPKPVFAFHHANFPQYVMDVLMDQHFTEPTPIQCQGFPLALSGRDMVGIAQTGSGKTLAYLLPAIVHINHQPYLERGDGPICLVLAPTRELAQQVQQVADDYGKCSRLKSTCIYGGAPKGPQIRDLERGVEICIA.... Result: 1 (interaction). (3) The miRNA is hsa-miR-4649-3p with sequence UCUGAGGCCUGCCUCUCCCCA. The protein sequence of the target gene is MGPQRRLSPAGAALLWGFLLQLTAAQEAILHASGNGTTKDYCMLYNPYWTALPSTLENATSISLMNLTSTPLCNLSDIPPVGIKSKAVVVPWGSCHFLEKARIAQKGGAEAMLVVNNSVLFPPSGNRSEFPDVKILIAFISYKDFRDMNQTLGDNITVKMYSPSWPNFDYTMVVIFVIAVFTVALGGYWSGLVELENLKAVTTEDREMRKKKEEYLTFSPLTVVIFVVICCVMMVLLYFFYKWLVYVMIAIFCIASAMSLYNCLAALIHKIPYGQCTIACRGKNMEVRLIFLSGLCIAVA.... Result: 1 (interaction). (4) The miRNA is hsa-miR-6129 with sequence UGAGGGAGUUGGGUGUAUA. The protein sequence of the target gene is MASSVDEEALHQLYLWVDNIPLSRPKRNLSRDFSDGVLVAEVIKFYFPKMVEMHNYVPANSLQQKLSNWGHLNRKVLKRLNFSVPDDVMRKIAQCAPGVVELVLIPLRQRLEERQRRRKQGAGSLQELAPQDGSGYMDVGVSQKARGEGVPDPQGGGQLSWDRPPAPRPPAYNRALQGDPSFVLQIAEKEQELLASQETVQVLQMKVRRLEHLLQLKNVRIEDLSRRLQQAERKQR. Result: 1 (interaction). (5) The miRNA is mmu-miR-1193-3p with sequence UAGGUCACCCGUUUUACUAUC. The protein sequence of the target gene is MAENSVLTSTTGRTSLADSSIFDSKVTEISKENLLIGSTSYVEEEMPQIETRVILVQEAGKQEELIKALKTIKIMEVPVIKIKESCPGKSDEKLIKSVINMDIKVGFVKMESVEEFEGLDSPEFENVFVVTDFQDSVFNDLYKADCRVIGPPVVLNCSQKGEPLPFSCRPLYCTSMMNLVLCFTGFRKKEELVRLVTLVHHMGGVIRKDFNSKVTHLVANCTQGEKFRVAVSLGTPIMKPEWIYKAWERRNEQDFYAAVDDFRNEFKVPPFQDCILSFLGFSDEEKTNMEEMTEMQGGKY.... Result: 0 (no interaction). (6) The miRNA is hsa-miR-3606-5p with sequence UUAGUGAAGGCUAUUUUAAUU. The protein sequence of the target gene is MSSQSHPDGLSGRDQPVELLNPPRVNHMPSSVDVSTALPLQVAPTSVPMDLRLDHQFPMPVTEPTLREQQLQQELLALKQKQQIQRQILIAEFQRQHEQLSRQHEAQLHEHIKQQEMLAMKHQQELLEHQRKLEQHRQEQELEKQHREQKLQQLKNKEKGKESAVASTEVKMKLQEFVLNKKKALAHRNLNHCISSDPRFWYGKTQHSSLDQSSPPQSGVSGTYNHPVLGMYDSKDDFPLRKTASEPNLKLRSRLKQKVAERRSSPLLRRKDGPVVTALKKRPLDVTDSACNSAPGSGPS.... Result: 0 (no interaction). (7) The miRNA is hsa-miR-4284 with sequence GGGCUCACAUCACCCCAU. The protein sequence of the target gene is MVEKILIHRILTLFPNAIARKLLLMLTFILIFWIIYLASKDHTKFSFNLENHIILNQGNIFKKYSHSETPLCPAVSPKETELRIKDIMEKLDQQIPPRPFTHVNTTTSATHSTATILNPQDTYCRGDQLDILLEVRDHLGHRKQYGGDFLRARMYSTALMAGASGKVTDFNNGTYLVSFTLFWEGQVSLSLLLIHPSEGVSALWRARNQGCDRIIFTGLFANRSSNVFTECGLTLNTNAELCQYMDDRDQEAFYCVRPQHMPCEALTHMTTRTRNISYLSKEEWRLFHRSNIGVEMMKNF.... Result: 1 (interaction). (8) The miRNA is hsa-miR-6825-3p with sequence GCGCUGACCCGCCUUCUCCGCA. The protein sequence of the target gene is MRRYRIDSMKYEQRMNAGASGFDMSDWNNPYNASPPSSRGGDDDASSVNHSRPRRSRLDNDIPQPRRPILIQPARPVSQKSNRQGTGMSNGSRGLNSTFNGYDRTYSRYHQNSSRGPSEGFSGAPSARNASGYASDYANSRAGVGLLPNNHREPVRPRSTAAERYANASSMRNGFVYDSGESDKTSEELEEDEEEEEVRNFYMEGRAQGSRSVTNTLASEVYNSESESYYYGVVKLGSAIVDHVFRTMPPPEKYYKMPPIDRVAYVFYCAVNNKPYNNIDEFHVIFNREFYSYRGYGDSK.... Result: 0 (no interaction). (9) The miRNA is rno-miR-200a-3p with sequence UAACACUGUCUGGUAACGAUGU. The protein sequence of the target gene is MGPTLAVPTPYGCIGCKLPQPEYPPALIIFMFCAMVITIVVDLIGNSMVILAVTKNKKLRNSGNIFVVSLSVADMLVAIYPYPLMLHAMSIGGWDLSQLQCQMVGFITGLSVVGSIFNIVAIAINRYCYICHSLQYERIFSVRNTCIYLVITWIMTVLAVLPNMYIGTIEYDPRTYTCIFNYLNNPVFTVTIVCIHFVLPLLIVGFCYVRIWTKVLAARDPAGQNPDNQLAEVRNFLTMFVIFLLFAVCWCPINVLTVLVAVSPKEMAGKIPNWLYLAAYFIAYFNSCLNAVIYGLLNEN.... Result: 0 (no interaction).